This data is from Forward reaction prediction with 1.9M reactions from USPTO patents (1976-2016). The task is: Predict the product of the given reaction. Given the reactants [NH2:1][C:2]1[CH:3]=[N:4][CH:5]=[CH:6][C:7]=1[O:8]C.[Cl:10][C:11]1[CH:16]=[C:15]([Cl:17])[CH:14]=[CH:13][C:12]=1[CH2:18][S:19](Cl)(=[O:21])=[O:20].B(Br)(Br)Br, predict the reaction product. The product is: [Cl:10][C:11]1[CH:16]=[C:15]([Cl:17])[CH:14]=[CH:13][C:12]=1[CH2:18][S:19]([NH:1][C:2]1[CH:3]=[N:4][CH:5]=[CH:6][C:7]=1[OH:8])(=[O:21])=[O:20].